The task is: Predict the reactants needed to synthesize the given product.. This data is from Full USPTO retrosynthesis dataset with 1.9M reactions from patents (1976-2016). (1) Given the product [F:20][C:2]([F:1])([F:19])[C:3]1[CH:4]=[CH:5][C:6]([C:9]2[CH:13]=[C:12]([CH2:14][CH2:15][CH2:16][CH2:17][O:18][C:22]3[CH:23]=[C:24]([CH2:28][C:29]([OH:31])=[O:30])[CH:25]=[CH:26][CH:27]=3)[O:11][N:10]=2)=[CH:7][CH:8]=1, predict the reactants needed to synthesize it. The reactants are: [F:1][C:2]([F:20])([F:19])[C:3]1[CH:8]=[CH:7][C:6]([C:9]2[CH:13]=[C:12]([CH2:14][CH2:15][CH2:16][CH2:17][OH:18])[O:11][N:10]=2)=[CH:5][CH:4]=1.O[C:22]1[CH:23]=[C:24]([CH2:28][C:29]([O:31]C)=[O:30])[CH:25]=[CH:26][CH:27]=1.C1(P(C2C=CC=CC=2)C2C=CC=CC=2)C=CC=CC=1.N(C(OCC)=O)=NC(OCC)=O. (2) Given the product [CH3:47][C:46]([CH3:41])([CH2:34][NH:35][C:3]([CH2:2][C@@H:8]1[CH2:26][CH2:25][C@:11]2([O:15][C:14]3([CH:16]4[CH2:17][CH:18]5[CH2:24][CH:22]([CH2:23]4)[CH2:21][CH:20]3[CH2:19]5)[O:13][O:12]2)[CH2:10][CH2:9]1)=[O:27])[NH2:48], predict the reactants needed to synthesize it. The reactants are: C1[C:2]([C@@H:8]2[CH2:26][CH2:25][C@@:11]3([O:15][C@:14]4([CH:20]5[CH2:21][CH:22]6[CH2:24][CH:18]([CH2:19]5)[CH2:17][CH:16]4[CH2:23]6)[O:13][O:12]3)[CH2:10][CH2:9]2)=[CH:3]C=C(O)C=1.[OH-:27].[Na+].Cl.Cl.ClCC[CH2:34][N:35]1CCNCC1.[CH3:41]S(O)(=O)=O.[C:46](#[N:48])[CH3:47]. (3) The reactants are: [F:1][C:2]1([F:24])[CH2:5][N:4]([S:6]([C:9]2[CH:14]=[CH:13][C:12](B3OC(C)(C)C(C)(C)O3)=[CH:11][CH:10]=2)(=[O:8])=[O:7])[CH2:3]1.Br[C:26]1[C:31]([C:32]([F:35])([F:34])[F:33])=[CH:30][C:29]([NH:36][C:37]2[N:41]=[C:40]([NH2:42])[NH:39][N:38]=2)=[CH:28][C:27]=1[Cl:43].CN1C(C)(C)CC(SC2C=CC(B3OC(C)(C)C(C)(C)O3)=CC=2)CC1(C)C.C(=O)([O-])[O-].[K+].[K+]. Given the product [Cl:43][C:27]1[C:26]([C:12]2[CH:11]=[CH:10][C:9]([S:6]([N:4]3[CH2:3][C:2]([F:1])([F:24])[CH2:5]3)(=[O:7])=[O:8])=[CH:14][CH:13]=2)=[C:31]([C:32]([F:33])([F:34])[F:35])[CH:30]=[C:29]([NH:36][C:37]2[N:41]=[C:40]([NH2:42])[NH:39][N:38]=2)[CH:28]=1, predict the reactants needed to synthesize it. (4) Given the product [CH2:24]([O:23][CH:4]([O:3][CH2:1][CH3:2])[C:5]1[O:13][C:12]2[C:11]([C:32]3[CH:31]=[C:30]([CH:35]=[CH:34][CH:33]=3)[C:29]([O:28][CH2:26][CH3:27])=[O:37])=[CH:10][N:9]=[CH:8][C:7]=2[CH:6]=1)[CH3:25], predict the reactants needed to synthesize it. The reactants are: [CH2:1]([O:3][CH:4]([O:23][CH2:24][CH3:25])[C:5]1[O:13][C:12]2[C:11](B3OC(C)(C)C(C)(C)O3)=[CH:10][N:9]=[CH:8][C:7]=2[CH:6]=1)[CH3:2].[CH2:26]([O:28][C:29](=[O:37])[C:30]1[CH:35]=[CH:34][CH:33]=[C:32](I)[CH:31]=1)[CH3:27].C(=O)([O-])[O-].[Na+].[Na+]. (5) The reactants are: [C:1]([O:5][C:6](=[O:17])[CH2:7][O:8][C:9]1[CH:14]=[CH:13][C:12]([Cl:15])=[CH:11][C:10]=1Br)([CH3:4])([CH3:3])[CH3:2].[N:18]1[C:27]2[C:22](=[CH:23][CH:24]=[CH:25][C:26]=2B(O)O)[CH:21]=[CH:20][CH:19]=1. Given the product [C:1]([O:5][C:6](=[O:17])[CH2:7][O:8][C:9]1[CH:14]=[CH:13][C:12]([Cl:15])=[CH:11][C:10]=1[C:26]1[CH:25]=[CH:24][CH:23]=[C:22]2[C:27]=1[N:18]=[CH:19][CH:20]=[CH:21]2)([CH3:4])([CH3:3])[CH3:2], predict the reactants needed to synthesize it. (6) Given the product [F:1][C:2]1[C:3]([CH3:13])=[C:4]2[C:9](=[CH:10][CH:11]=1)[N:8]([CH2:17][CH2:18][CH2:19][N:28]1[CH2:29][CH2:30][CH:25]([O:24][CH2:21][CH2:22][CH3:23])[CH2:26][CH2:27]1)[C:7](=[O:12])[CH2:6][CH2:5]2, predict the reactants needed to synthesize it. The reactants are: [F:1][C:2]1[C:3]([CH3:13])=[C:4]2[C:9](=[CH:10][CH:11]=1)[NH:8][C:7](=[O:12])[CH2:6][CH2:5]2.[H-].[Na+].Cl[CH2:17][CH2:18][CH2:19]I.[CH2:21]([O:24][CH:25]1[CH2:30][CH2:29][NH:28][CH2:27][CH2:26]1)[CH2:22][CH3:23].[Na+].[I-].C([O-])([O-])=O.[K+].[K+].